Dataset: Cav3 T-type calcium channel HTS with 100,875 compounds. Task: Binary Classification. Given a drug SMILES string, predict its activity (active/inactive) in a high-throughput screening assay against a specified biological target. The compound is O=C1N(C(CC1)c1ccccc1)C(=O)c1cccnc1. The result is 0 (inactive).